From a dataset of Forward reaction prediction with 1.9M reactions from USPTO patents (1976-2016). Predict the product of the given reaction. (1) Given the reactants C(=O)([O-])[O-].[Cs+].[Cs+].Cl[CH2:8][CH2:9][CH2:10][N:11]1[CH2:16][CH2:15][O:14][CH2:13][CH2:12]1.CN(C=O)C.[F:22][C:23]1[CH:42]=[C:41]([N+:43]([O-:45])=[O:44])[CH:40]=[CH:39][C:24]=1[O:25][C:26]1[C:35]2[C:30](=[CH:31][C:32]([OH:38])=[C:33]([O:36][CH3:37])[CH:34]=2)[N:29]=[CH:28][CH:27]=1, predict the reaction product. The product is: [F:22][C:23]1[CH:42]=[C:41]([N+:43]([O-:45])=[O:44])[CH:40]=[CH:39][C:24]=1[O:25][C:26]1[C:35]2[C:30](=[CH:31][C:32]([O:38][CH2:8][CH2:9][CH2:10][N:11]3[CH2:16][CH2:15][O:14][CH2:13][CH2:12]3)=[C:33]([O:36][CH3:37])[CH:34]=2)[N:29]=[CH:28][CH:27]=1. (2) Given the reactants [CH3:1][O:2][C:3]1[CH:4]=[C:5](/[CH:15]=[CH:16]/[C:17]([N:19]2[CH2:23][CH:22]([C:24]3[CH:29]=[CH:28][CH:27]=[CH:26][CH:25]=3)[CH:21]([CH:30]=O)[CH2:20]2)=[O:18])[CH:6]=[CH:7][C:8]=1[N:9]1[CH:13]=[C:12]([CH3:14])[N:11]=[CH:10]1.Cl.[NH2:33][OH:34].C([O-])(=O)C.[Na+].O.C(=O)(O)[O-].[Na+], predict the reaction product. The product is: [CH3:1][O:2][C:3]1[CH:4]=[C:5]([CH:15]=[CH:16][C:17]([N:19]2[CH2:23][CH:22]([C:24]3[CH:25]=[CH:26][CH:27]=[CH:28][CH:29]=3)[CH:21](/[CH:30]=[N:33]/[OH:34])[CH2:20]2)=[O:18])[CH:6]=[CH:7][C:8]=1[N:9]1[CH:13]=[C:12]([CH3:14])[N:11]=[CH:10]1.